Dataset: Forward reaction prediction with 1.9M reactions from USPTO patents (1976-2016). Task: Predict the product of the given reaction. Given the reactants Br[C:2]1[CH:7]=[CH:6][CH:5]=[CH:4][C:3]=1[CH2:8][CH2:9][C:10]([N:12]([CH:22]([CH3:24])[CH3:23])[NH:13][C:14](=[O:21])[C:15]1[CH:20]=[CH:19][CH:18]=[CH:17][CH:16]=1)=[O:11].C([O-])([O-])=O.[Na+].[Na+].[F:31][C:32]1[CH:37]=[CH:36][C:35](B(O)O)=[C:34]([CH3:41])[CH:33]=1, predict the reaction product. The product is: [F:31][C:32]1[CH:37]=[CH:36][C:35]([C:2]2[CH:7]=[CH:6][CH:5]=[CH:4][C:3]=2[CH2:8][CH2:9][C:10]([N:12]([CH:22]([CH3:24])[CH3:23])[NH:13][C:14](=[O:21])[C:15]2[CH:20]=[CH:19][CH:18]=[CH:17][CH:16]=2)=[O:11])=[C:34]([CH3:41])[CH:33]=1.